From a dataset of Forward reaction prediction with 1.9M reactions from USPTO patents (1976-2016). Predict the product of the given reaction. (1) Given the reactants CC([S@@]([NH:7][C@@:8]1([C:18]2[CH:27]=[CH:26][C:25]3[C:20](=[CH:21][CH:22]=[CH:23][CH:24]=3)[CH:19]=2)[C:13]2=[N:14][CH:15]=[CH:16][CH:17]=[C:12]2[O:11][CH2:10][CH2:9]1)=O)(C)C.[ClH:28].O1CCOCC1, predict the reaction product. The product is: [ClH:28].[CH:19]1[C:20]2[C:25](=[CH:24][CH:23]=[CH:22][CH:21]=2)[CH:26]=[CH:27][C:18]=1[C@:8]1([NH2:7])[C:13]2=[N:14][CH:15]=[CH:16][CH:17]=[C:12]2[O:11][CH2:10][CH2:9]1. (2) Given the reactants [CH2:1]([N:3]([C:29](=O)[C:30]1[CH:35]=[CH:34][C:33]([OH:36])=[C:32]([F:37])[CH:31]=1)[C:4]1[CH:9]=[C:8]([O:10][CH3:11])[CH:7]=[CH:6][C:5]=1[C@H:12]1[CH2:21][CH2:20][C:19]2[CH:18]=[C:17]([O:22]C(=O)C(C)(C)C)[CH:16]=[CH:15][C:14]=2[CH2:13]1)[CH3:2].Cl[CH2:40][C:41]([N:43]([CH2:45][CH2:46][O:47][CH3:48])[CH3:44])=O, predict the reaction product. The product is: [CH2:1]([N:3]([CH2:29][C:30]1[CH:35]=[CH:34][C:33]([O:36][CH2:40][CH2:41][N:43]([CH2:45][CH2:46][O:47][CH3:48])[CH3:44])=[C:32]([F:37])[CH:31]=1)[C:4]1[CH:9]=[C:8]([O:10][CH3:11])[CH:7]=[CH:6][C:5]=1[C@H:12]1[CH2:21][CH2:20][C:19]2[CH:18]=[C:17]([OH:22])[CH:16]=[CH:15][C:14]=2[CH2:13]1)[CH3:2].